This data is from Reaction yield outcomes from USPTO patents with 853,638 reactions. The task is: Predict the reaction yield, written as a fraction of the theoretical maximum amount of product (1.0 means a 100% yield; for example, 0.34 means a 34% yield). (1) The reactants are [CH3:1][C:2]([C:5]1[CH:10]=[CH:9][C:8]([C:11]2[C:19]3[C:14](=[CH:15][CH:16]=[CH:17][CH:18]=3)[N:13]([CH2:20][C:21]3[CH:22]=[C:23]([C:27]4[CH:32]=[CH:31][C:30](SC)=[CH:29][CH:28]=4)[CH:24]=[CH:25][CH:26]=3)[C:12]=2[C:35]([OH:37])=[O:36])=[CH:7][CH:6]=1)([CH3:4])[CH3:3].O[O:39][S:40]([O-:42])=O.[K+].[CH3:44]C(C)=O. The catalyst is O. The product is [CH3:1][C:2]([C:5]1[CH:6]=[CH:7][C:8]([C:11]2[C:19]3[C:14](=[CH:15][CH:16]=[CH:17][CH:18]=3)[N:13]([CH2:20][C:21]3[CH:22]=[C:23]([C:27]4[CH:32]=[CH:31][C:30]([S:40]([CH3:44])(=[O:42])=[O:39])=[CH:29][CH:28]=4)[CH:24]=[CH:25][CH:26]=3)[C:12]=2[C:35]([OH:37])=[O:36])=[CH:9][CH:10]=1)([CH3:3])[CH3:4]. The yield is 1.00. (2) The reactants are CN([CH2:4][C:5]1[C:9]2[CH:10]=[CH:11][CH:12]=[C:13]([N+:14]([O-:16])=[O:15])[C:8]=2[NH:7][CH:6]=1)C.COS(OC)(=O)=O.C[O-].[Na+]. The catalyst is [N+](C(C)C)([O-])=O.CO. The product is [N+:14]([C:13]([CH3:8])([CH3:12])[CH2:4][C:5]1[C:9]2[C:8](=[C:13]([N+:14]([O-:16])=[O:15])[CH:12]=[CH:11][CH:10]=2)[NH:7][CH:6]=1)([O-:16])=[O:15]. The yield is 0.690. (3) The reactants are Cl.[NH:2]1[CH2:5][CH:4]([C:6]2[C:11]([Cl:12])=[N:10][CH:9]=[CH:8][N:7]=2)[CH2:3]1.Cl[C:14]1[N:23]=[CH:22][C:21]2[C:16](=[CH:17][CH:18]=[CH:19][CH:20]=2)[N:15]=1.C(=O)([O-])[O-].[Cs+].[Cs+]. The catalyst is CN(C=O)C.O. The product is [Cl:12][C:11]1[C:6]([CH:4]2[CH2:5][N:2]([C:14]3[N:23]=[CH:22][C:21]4[C:16](=[CH:17][CH:18]=[CH:19][CH:20]=4)[N:15]=3)[CH2:3]2)=[N:7][CH:8]=[CH:9][N:10]=1. The yield is 0.470. (4) The reactants are [CH3:1][O:2][C:3](=[O:11])[C:4]1[CH:9]=[C:8]([OH:10])[CH:7]=[N:6][CH:5]=1.[Cl:12][O-].[Na+]. The catalyst is Cl. The product is [CH3:1][O:2][C:3](=[O:11])[C:4]1[CH:9]=[C:8]([OH:10])[C:7]([Cl:12])=[N:6][CH:5]=1. The yield is 0.420. (5) The reactants are [OH:1][C@@H:2]([CH:6]([CH3:8])[CH3:7])[C:3]([OH:5])=[O:4].O1[B:14]([C@@H:15]([NH:20][C:21](=[O:34])[CH2:22][NH:23][C:24](=[O:33])[C:25]2[CH:30]=[C:29]([Cl:31])[CH:28]=[CH:27][C:26]=2[Cl:32])[CH2:16][CH:17]([CH3:19])[CH3:18])O[B:14]([C@@H:15]([NH:20][C:21](=[O:34])[CH2:22][NH:23][C:24](=[O:33])[C:25]2[CH:30]=[C:29]([Cl:31])[CH:28]=[CH:27][C:26]=2[Cl:32])[CH2:16][CH:17]([CH3:19])[CH3:18])O[B:14]1[C@@H:15]([NH:20][C:21](=[O:34])[CH2:22][NH:23][C:24](=[O:33])[C:25]1[CH:30]=[C:29]([Cl:31])[CH:28]=[CH:27][C:26]=1[Cl:32])[CH2:16][CH:17]([CH3:19])[CH3:18]. The catalyst is CCOC(C)=O. The product is [Cl:32][C:26]1[CH:27]=[CH:28][C:29]([Cl:31])=[CH:30][C:25]=1[C:24]([NH:23][CH2:22][C:21]([NH:20][C@H:15]([B:14]1[O:1][C@@H:2]([CH:6]([CH3:8])[CH3:7])[C:3](=[O:5])[O:4]1)[CH2:16][CH:17]([CH3:19])[CH3:18])=[O:34])=[O:33]. The yield is 0.990.